From a dataset of Full USPTO retrosynthesis dataset with 1.9M reactions from patents (1976-2016). Predict the reactants needed to synthesize the given product. (1) Given the product [CH3:4][CH:5]([CH2:16][CH2:17][CH2:18][CH:19]([CH3:21])[CH3:20])[CH2:6][CH2:7][O:8][C:9]1[CH:10]=[C:11]([O:23][B:22]([OH:27])[OH:25])[CH:12]=[CH:13][CH:14]=1, predict the reactants needed to synthesize it. The reactants are: [Mg].II.[CH3:4][CH:5]([CH2:16][CH2:17][CH2:18][CH:19]([CH3:21])[CH3:20])[CH2:6][CH2:7][O:8][C:9]1[CH:10]=[C:11](Br)[CH:12]=[CH:13][CH:14]=1.[B:22]([O:27]C)([O:25]C)[O:23]C.S(=O)(=O)(O)O. (2) Given the product [F:1][C:2]1[CH:7]=[CH:6][C:5]([CH:8]([C:12]2[CH:17]=[CH:16][C:15]([F:18])=[CH:14][CH:13]=2)[CH2:9][CH2:10][N:30]2[CH2:29][CH2:28][CH:27]([NH:26][C:19]([O:21][C:22]([CH3:25])([CH3:24])[CH3:23])=[O:20])[CH2:32][CH2:31]2)=[CH:4][CH:3]=1, predict the reactants needed to synthesize it. The reactants are: [F:1][C:2]1[CH:7]=[CH:6][C:5]([CH:8]([C:12]2[CH:17]=[CH:16][C:15]([F:18])=[CH:14][CH:13]=2)[CH2:9][CH:10]=O)=[CH:4][CH:3]=1.[C:19]([NH:26][CH:27]1[CH2:32][CH2:31][NH:30][CH2:29][CH2:28]1)([O:21][C:22]([CH3:25])([CH3:24])[CH3:23])=[O:20].C(O)(=O)C.C(O[BH-](OC(=O)C)OC(=O)C)(=O)C.[Na+]. (3) Given the product [NH2:3][CH2:4][CH2:5][O:6][C:7]1[CH:8]=[CH:9][C:10]2[C:11]3[N:20]([CH2:21][CH:22]4[CH2:27][CH2:26][O:25][CH2:24][CH2:23]4)[C:19]([CH2:28][CH3:29])=[N:18][C:12]=3[C:13]([NH2:17])=[N:14][C:15]=2[CH:16]=1, predict the reactants needed to synthesize it. The reactants are: Cl.Cl.[NH2:3][CH2:4][CH2:5][O:6][C:7]1[CH:8]=[CH:9][C:10]2[C:11]3[N:20]([CH2:21][CH:22]4[CH2:27][CH2:26][O:25][CH2:24][CH2:23]4)[C:19]([CH2:28][CH3:29])=[N:18][C:12]=3[C:13]([NH2:17])=[N:14][C:15]=2[CH:16]=1.[Cl-].[Na+].[OH-].[Na+]. (4) The reactants are: Br[C:2]1[CH:8]=[CH:7][C:6]([O:9][C:10]([F:13])([F:12])[F:11])=[CH:5][C:3]=1[NH2:4].[C:14]1(B(O)O)[CH:19]=[CH:18][CH:17]=[CH:16][CH:15]=1.C(=O)([O-])[O-].[Na+].[Na+].O1CCOCC1. Given the product [F:11][C:10]([F:13])([F:12])[O:9][C:6]1[CH:5]=[C:3]([NH2:4])[C:2]([C:14]2[CH:19]=[CH:18][CH:17]=[CH:16][CH:15]=2)=[CH:8][CH:7]=1, predict the reactants needed to synthesize it.